This data is from Full USPTO retrosynthesis dataset with 1.9M reactions from patents (1976-2016). The task is: Predict the reactants needed to synthesize the given product. (1) Given the product [Cl:10][C:9]1[CH:8]=[C:7]([Cl:11])[CH:6]=[C:5]2[C:4]=1[C:3](=[O:2])[C:14]([C:16]1[CH:21]=[CH:20][C:19]([O:22][CH3:23])=[C:18]([N+:24]([O-:26])=[O:25])[CH:17]=1)([CH3:15])[C:13](=[O:27])[NH:12]2, predict the reactants needed to synthesize it. The reactants are: C[O:2][C:3](=O)[C:4]1[C:9]([Cl:10])=[CH:8][C:7]([Cl:11])=[CH:6][C:5]=1[NH:12][C:13](=[O:27])[CH:14]([C:16]1[CH:21]=[CH:20][C:19]([O:22][CH3:23])=[C:18]([N+:24]([O-:26])=[O:25])[CH:17]=1)[CH3:15].[Li+].C[Si]([N-][Si](C)(C)C)(C)C.ClCCl. (2) The reactants are: Cl[C:2]1[CH:7]=[N:6][CH:5]=[C:4]([O:8][CH2:9][CH2:10][O:11][C:12]2[CH:21]=[CH:20][C:19]3[C:14](=[CH:15][C:16]([O:22][CH3:23])=[CH:17][CH:18]=3)[CH:13]=2)[N:3]=1.[CH3:24][O:25][C:26]1[CH:35]=[C:34]2[C:29]([CH:30]=[CH:31][C:32]([O:36][CH2:37][CH2:38][OH:39])=[CH:33]2)=[CH:28][CH:27]=1.[NH:40]1[CH2:45][CH2:44][NH:43][CH2:42][CH2:41]1.C([O-])([O-])=O.[K+].[K+].O=[O+][O-].COC1C=C2C(C=CC(O)=C2)=CC=1.C1(=O)OCCO1. Given the product [CH3:23][O:22][C:16]1[CH:15]=[C:14]2[C:19]([CH:20]=[CH:21][C:12]([O:11][CH2:10][CH2:9][O:8][C:4]3[CH:5]=[N:6][CH:7]=[C:2]([N:40]4[CH2:45][CH2:44][NH:43][CH2:42][CH2:41]4)[N:3]=3)=[CH:13]2)=[CH:18][CH:17]=1.[CH3:24][O:25][C:26]1[CH:35]=[C:34]2[C:29]([CH:30]=[CH:31][C:32]([O:36][CH2:37][CH2:38][OH:39])=[CH:33]2)=[CH:28][CH:27]=1, predict the reactants needed to synthesize it. (3) Given the product [Cl:46][CH2:47][CH2:48][CH2:49][CH2:50][C:13]([NH:12][CH2:16][CH2:17][NH:18][C:19](=[O:36])[C:20]1[CH:21]=[CH:22][C:23]([O:26][CH2:27][CH2:28][CH2:29][CH2:30][CH2:31][CH2:32][CH2:33][CH2:34][CH3:35])=[CH:24][CH:25]=1)=[O:15], predict the reactants needed to synthesize it. The reactants are: FC(F)(F)C(O)=O.C([N:12]([CH2:16][CH2:17][NH:18][C:19](=[O:36])[C:20]1[CH:25]=[CH:24][C:23]([O:26][CH2:27][CH2:28][CH2:29][CH2:30][CH2:31][CH2:32][CH2:33][CH2:34][CH3:35])=[CH:22][CH:21]=1)[C:13](=[O:15])O)(C)(C)C.C(N(C(C)C)CC)(C)C.[Cl:46][CH2:47][CH2:48][CH2:49][CH2:50]C(Cl)=O. (4) Given the product [CH2:16]([O:23][C:24]1[C:25]([N+:32]([O-:34])=[O:33])=[C:26]([F:31])[CH:27]=[C:28]([CH:2]([C:3]([O:5][CH2:6][CH3:7])=[O:4])[C:1]([O:9][C:10]([CH3:12])([CH3:11])[CH3:13])=[O:8])[CH:29]=1)[C:17]1[CH:22]=[CH:21][CH:20]=[CH:19][CH:18]=1, predict the reactants needed to synthesize it. The reactants are: [C:1]([O:9][C:10]([CH3:13])([CH3:12])[CH3:11])(=[O:8])[CH2:2][C:3]([O:5][CH2:6][CH3:7])=[O:4].[H-].[Na+].[CH2:16]([O:23][C:24]1[CH:29]=[C:28](F)[CH:27]=[C:26]([F:31])[C:25]=1[N+:32]([O-:34])=[O:33])[C:17]1[CH:22]=[CH:21][CH:20]=[CH:19][CH:18]=1. (5) Given the product [F:1][C:2]1[CH:3]=[CH:4][C:5]([C:6]([N:8]2[CH2:13][CH2:12][CH2:11][C@H:10]([C:14]3[O:15][CH:21]=[C:22]([C:24]4[CH:29]=[CH:28][C:27]([F:30])=[CH:26][N:25]=4)[N:16]=3)[CH2:9]2)=[O:7])=[CH:17][CH:18]=1, predict the reactants needed to synthesize it. The reactants are: [F:1][C:2]1[CH:18]=[CH:17][C:5]([C:6]([N:8]2[CH2:13][CH2:12][CH2:11][C@H:10]([C:14]([NH2:16])=[O:15])[CH2:9]2)=[O:7])=[CH:4][CH:3]=1.Br.Br[CH2:21][C:22]([C:24]1[CH:29]=[CH:28][C:27]([F:30])=[CH:26][N:25]=1)=O.C(OCC)(=O)C. (6) The reactants are: [C:1]([C:4]1[CH:13]=[C:12](O)[C:11]2[C:6](=[CH:7][C:8]([CH3:15])=[CH:9][CH:10]=2)[N:5]=1)([OH:3])=[O:2].P(Cl)(Cl)(Cl)(Cl)[Cl:17].[OH-].[Na+].[OH-].[K+]. Given the product [C:1]([C:4]1[CH:13]=[C:12]([Cl:17])[C:11]2[C:6](=[CH:7][C:8]([CH3:15])=[CH:9][CH:10]=2)[N:5]=1)([OH:3])=[O:2], predict the reactants needed to synthesize it. (7) Given the product [CH2:28]([N:21]([CH2:20][CH2:19][N:14]1[CH2:15][CH:16]2[O:18][CH:12]([CH2:11][N:10]([CH2:9][C:8]3[CH:7]=[CH:6][C:5]([C:3]#[N:4])=[CH:27][CH:26]=3)[CH2:17]2)[CH2:13]1)[S:22]([CH3:25])(=[O:24])=[O:23])[C:29]1[CH:34]=[CH:33][CH:32]=[CH:31][CH:30]=1, predict the reactants needed to synthesize it. The reactants are: [H-].[Na+].[C:3]([C:5]1[CH:27]=[CH:26][C:8]([CH2:9][N:10]2[CH2:17][CH:16]3[O:18][CH:12]([CH2:13][N:14]([CH2:19][CH2:20][NH:21][S:22]([CH3:25])(=[O:24])=[O:23])[CH2:15]3)[CH2:11]2)=[CH:7][CH:6]=1)#[N:4].[CH2:28](Br)[C:29]1[CH:34]=[CH:33][CH:32]=[CH:31][CH:30]=1. (8) Given the product [CH3:1][N:2]1[C:10]([CH3:11])=[C:9]2[C:4]([CH:5]=[C:6]([NH:12][C:13]3[N:18]=[C:17]([NH:19][CH:20]4[CH2:27][CH:23]5[CH2:24][N:25]([C:32](=[O:33])[CH2:31][C:29]#[N:30])[CH2:26][CH:22]5[CH2:21]4)[C:16]([CH3:28])=[CH:15][N:14]=3)[CH:7]=[CH:8]2)=[N:3]1, predict the reactants needed to synthesize it. The reactants are: [CH3:1][N:2]1[C:10]([CH3:11])=[C:9]2[C:4]([CH:5]=[C:6]([NH:12][C:13]3[N:18]=[C:17]([NH:19][CH:20]4[CH2:27][CH:23]5[CH2:24][NH:25][CH2:26][CH:22]5[CH2:21]4)[C:16]([CH3:28])=[CH:15][N:14]=3)[CH:7]=[CH:8]2)=[N:3]1.[C:29]([CH2:31][C:32](O)=[O:33])#[N:30].C1C=NC2N(O)N=NC=2C=1.CCN=C=NCCCN(C)C.